The task is: Predict the reaction yield, written as a fraction of the theoretical maximum amount of product (1.0 means a 100% yield; for example, 0.34 means a 34% yield).. This data is from Reaction yield outcomes from USPTO patents with 853,638 reactions. (1) The reactants are O=[C:2]([CH2:10][C:11](=O)[CH3:12])[CH2:3][C:4]([O:6][CH:7]([CH3:9])[CH3:8])=[O:5].[CH3:14][NH:15][NH2:16]. The catalyst is C1(C)C=CC=CC=1. The product is [CH3:14][N:15]1[C:2]([CH2:3][C:4]([O:6][CH:7]([CH3:9])[CH3:8])=[O:5])=[CH:10][C:11]([CH3:12])=[N:16]1. The yield is 0.913. (2) The reactants are [CH3:1][C:2]1[C:9]([CH3:10])=[CH:8][CH:7]=[CH:6][C:3]=1[CH:4]=O.C[Si]([N-][Si](C)(C)C)(C)C.[Na+].[Br-].[C:22]([CH2:25][CH2:26][P+](C1C=CC=CC=1)(C1C=CC=CC=1)C1C=CC=CC=1)([OH:24])=[O:23]. The catalyst is C1COCC1.O. The product is [CH3:1][C:2]1[C:9]([CH3:10])=[CH:8][CH:7]=[CH:6][C:3]=1/[CH:4]=[CH:26]/[CH2:25][C:22]([OH:24])=[O:23]. The yield is 0.990.